This data is from Forward reaction prediction with 1.9M reactions from USPTO patents (1976-2016). The task is: Predict the product of the given reaction. (1) Given the reactants [NH2:1][C:2]1[CH:18]=[CH:17][C:5]([O:6][C:7]2[CH:16]=[CH:15][CH:14]=[CH:13][C:8]=2[C:9]([O:11][CH3:12])=[O:10])=[CH:4][C:3]=1[CH3:19].Cl.F[B-](F)(F)F.[NH4+].[N:27]([O-])=O.[Na+].[Cl-].[Na+].C([O-])(=O)C.[K+], predict the reaction product. The product is: [NH:1]1[C:2]2[C:3](=[CH:4][C:5]([O:6][C:7]3[CH:16]=[CH:15][CH:14]=[CH:13][C:8]=3[C:9]([O:11][CH3:12])=[O:10])=[CH:17][CH:18]=2)[CH:19]=[N:27]1. (2) Given the reactants [NH:1]([CH2:8][C:9]1[C:18]2[C:13](=[CH:14][CH:15]=[CH:16][CH:17]=2)[NH:12][C:11](=[O:19])[CH:10]=1)[C:2]1[CH:7]=[CH:6][CH:5]=[CH:4][CH:3]=1.[C:20](Cl)(=[O:23])[CH2:21][CH3:22], predict the reaction product. The product is: [O:19]=[C:11]1[CH:10]=[C:9]([CH2:8][N:1]([C:2]2[CH:3]=[CH:4][CH:5]=[CH:6][CH:7]=2)[C:20](=[O:23])[CH2:21][CH3:22])[C:18]2[C:13](=[CH:14][CH:15]=[CH:16][CH:17]=2)[NH:12]1. (3) Given the reactants C[O:2][C:3]1[N:8]=[N:7][C:6]([C:9]([O:11][CH3:12])=[O:10])=[CH:5][CH:4]=1.C[Si](Cl)(C)C, predict the reaction product. The product is: [O:2]=[C:3]1[NH:8][N:7]=[C:6]([C:9]([O:11][CH3:12])=[O:10])[CH:5]=[CH:4]1. (4) Given the reactants [CH3:1][CH2:2][CH2:3][CH2:4][CH2:5][CH2:6][CH2:7][CH2:8][CH2:9][CH2:10][CH2:11][CH2:12][CH2:13][CH2:14][CH2:15][CH2:16][CH2:17][C:18]([OH:20])=[O:19].[OH-].[Mg+2:22].[OH-], predict the reaction product. The product is: [C:18]([O-:20])(=[O:19])[CH2:17][CH2:16][CH2:15][CH2:14][CH2:13][CH2:12][CH2:11][CH2:10][CH2:9][CH2:8][CH2:7][CH2:6][CH2:5][CH2:4][CH2:3][CH2:2][CH3:1].[Mg+2:22].[C:18]([O-:20])(=[O:19])[CH2:17][CH2:16][CH2:15][CH2:14][CH2:13][CH2:12][CH2:11][CH2:10][CH2:9][CH2:8][CH2:7][CH2:6][CH2:5][CH2:4][CH2:3][CH2:2][CH3:1]. (5) Given the reactants [Cl:1][C:2]1[C:3]([C:29]([O:31]C)=[O:30])=[N:4][C:5]([C:8]2[CH:13]=[CH:12][C:11]([Cl:14])=[C:10]([C:15]([NH:17][CH2:18][C:19]34[CH2:28][CH:23]5[CH2:24][CH:25]([CH2:27][CH:21]([CH2:22]5)[CH2:20]3)[CH2:26]4)=[O:16])[CH:9]=2)=[CH:6][CH:7]=1.[OH-].[K+].CO, predict the reaction product. The product is: [Cl:1][C:2]1[C:3]([C:29]([OH:31])=[O:30])=[N:4][C:5]([C:8]2[CH:13]=[CH:12][C:11]([Cl:14])=[C:10]([C:15]([NH:17][CH2:18][C:19]34[CH2:26][CH:25]5[CH2:24][CH:23]([CH2:22][CH:21]([CH2:27]5)[CH2:20]3)[CH2:28]4)=[O:16])[CH:9]=2)=[CH:6][CH:7]=1. (6) Given the reactants [C:1]([O:5][C:6]([N:8]1[CH2:13][CH2:12][CH:11]([CH:14](O)[C:15]2[CH:20]=[CH:19][C:18]([C:21]([F:24])([F:23])[F:22])=[CH:17][CH:16]=2)[CH2:10][CH2:9]1)=[O:7])([CH3:4])([CH3:3])[CH3:2].CC(C)(O)[C:28]#[N:29].C1C=CC(P(C2C=CC=CC=2)C2C=CC=CC=2)=CC=1.CC(OC(/N=N/C(OC(C)C)=O)=O)C, predict the reaction product. The product is: [C:1]([O:5][C:6]([N:8]1[CH2:13][CH2:12][CH:11]([CH:14]([C:28]#[N:29])[C:15]2[CH:20]=[CH:19][C:18]([C:21]([F:24])([F:23])[F:22])=[CH:17][CH:16]=2)[CH2:10][CH2:9]1)=[O:7])([CH3:4])([CH3:3])[CH3:2]. (7) Given the reactants [CH3:1][C:2]1[C:11]2[C:6](=[CH:7][CH:8]=[CH:9][CH:10]=2)[N:5]=[C:4]([CH2:12][N:13]2[C:22](=[O:23])[C:21]3[N:20]([CH2:24][C:25]#[C:26][CH3:27])[C:19](Br)=[N:18][C:17]=3[N:16]([CH3:29])[C:14]2=[O:15])[N:3]=1.C(=O)([O-])[O-].[K+].[K+].C([C@](C(O)=O)(O)[C@](C(=O)C1C=CC=CC=1)(O)C(O)=O)(=O)C1C=CC=CC=1.[NH:62]1[CH2:67][CH2:66][CH2:65][C@@H:64]([NH2:68])[CH2:63]1, predict the reaction product. The product is: [CH3:27][C:26]#[C:25][CH2:24][N:20]1[C:19]([N:62]2[CH2:63][C@H:64]([NH2:68])[CH2:65][CH2:66][CH2:67]2)=[N:18][C:17]2[N:16]([CH3:29])[C:14]([N:13]([CH2:12][C:4]3[N:3]=[C:2]([CH3:1])[C:11]4[CH:10]=[CH:9][CH:8]=[CH:7][C:6]=4[N:5]=3)[C:22](=[O:23])[C:21]1=2)=[O:15]. (8) Given the reactants O=[C:2]1[CH2:7][CH2:6][N:5]([C:8]([O:10][C:11]([CH3:14])([CH3:13])[CH3:12])=[O:9])[CH2:4][CH:3]1[C:15](=O)[CH2:16][CH:17]1[CH2:22][CH2:21][O:20][CH2:19][CH2:18]1.[CH3:24][C:25]1[N:26]([C:30]2[CH:35]=[CH:34][C:33]([NH:36][C:37]([NH2:39])=[NH:38])=[CH:32][CH:31]=2)[CH:27]=[CH:28][N:29]=1, predict the reaction product. The product is: [CH3:24][C:25]1[N:26]([C:30]2[CH:31]=[CH:32][C:33]([NH:36][C:37]3[N:38]=[C:15]([CH2:16][CH:17]4[CH2:22][CH2:21][O:20][CH2:19][CH2:18]4)[C:3]4[CH2:4][N:5]([C:8]([O:10][C:11]([CH3:14])([CH3:13])[CH3:12])=[O:9])[CH2:6][CH2:7][C:2]=4[N:39]=3)=[CH:34][CH:35]=2)[CH:27]=[CH:28][N:29]=1. (9) Given the reactants [C:1]1([C:14]2[CH:19]=[CH:18][CH:17]=[CH:16][CH:15]=2)[CH:6]=[CH:5][CH:4]=[CH:3][C:2]=1C(=O)CCCC=C.[CH:20]([SH:24])([SH:23])[CH2:21][CH3:22].B(F)(F)F.[OH-].[Na+], predict the reaction product. The product is: [C:14]1([C:1]2[CH:2]=[CH:3][CH:4]=[CH:5][CH:6]=2)[CH:15]=[CH:16][C:17]([C:20]2([CH2:21][CH2:22][CH2:6][CH:1]=[CH2:2])[S:24][CH2:5][CH2:4][CH2:3][S:23]2)=[CH:18][CH:19]=1.